This data is from Catalyst prediction with 721,799 reactions and 888 catalyst types from USPTO. The task is: Predict which catalyst facilitates the given reaction. (1) Reactant: [CH3:1][O:2][C:3]([C@H:5]1[CH2:10][CH2:9][C@H:8]([CH2:11][NH:12][C:13]2[C:18]([N+:19]([O-])=O)=[CH:17][CH:16]=[C:15]([N:22]([CH2:24][CH2:25][N:26]([CH3:28])[CH3:27])[CH3:23])[N:14]=2)[CH2:7][CH2:6]1)=[O:4].[H][H].Cl[C:32](Cl)([O:34]C(=O)OC(Cl)(Cl)Cl)Cl.O. Product: [CH3:1][O:2][C:3]([C@H:5]1[CH2:10][CH2:9][C@H:8]([CH2:11][N:12]2[C:13]3=[N:14][C:15]([N:22]([CH2:24][CH2:25][N:26]([CH3:28])[CH3:27])[CH3:23])=[CH:16][CH:17]=[C:18]3[NH:19][C:32]2=[O:34])[CH2:7][CH2:6]1)=[O:4]. The catalyst class is: 123. (2) Reactant: O[CH2:2][C:3]1[CH:8]=[CH:7][C:6]([NH:9][C:10](=[O:16])[O:11][C:12]([CH3:15])([CH3:14])[CH3:13])=[CH:5][CH:4]=1.S(Cl)([Cl:19])=O. Product: [Cl:19][CH2:2][C:3]1[CH:8]=[CH:7][C:6]([NH:9][C:10](=[O:16])[O:11][C:12]([CH3:15])([CH3:14])[CH3:13])=[CH:5][CH:4]=1. The catalyst class is: 272. (3) Product: [Cl:23][C:22]1[CH:17]=[C:18]([CH:19]=[C:20]([CH3:24])[CH:21]=1)[NH:14][C:10]([CH2:11][C:6]1[CH:7]=[CH:8][C:37]([OH:38])=[CH:3][CH:2]=1)=[O:12]. The catalyst class is: 13. Reactant: O[CH:2]([C:6]1[CH:11]=[CH:10]C=[CH:8][CH:7]=1)[C:3](O)=O.[OH2:12].O[N:14]1[C:18]2[CH:19]=[CH:20][CH:21]=[CH:22][C:17]=2N=N1.[ClH:23].[CH3:24]N(C)CCCN=C=NCC.CN(C)[CH:37]=[O:38]. (4) Reactant: Cl.[NH2:2][C:3]1[C:4]([OH:19])=[C:5]([C:10]2[CH:15]=[CH:14][CH:13]=[C:12]([C:16]([OH:18])=[O:17])[CH:11]=2)[CH:6]=[C:7]([CH3:9])[CH:8]=1.[N:20]([O-])=O.[Na+].[CH3:24][C:25]1[CH2:26][C:27](=[O:40])[N:28]([C:30]2[CH:39]=[CH:38][C:37]3[CH2:36][CH2:35][CH2:34][CH2:33][C:32]=3[CH:31]=2)[N:29]=1.C(=O)(O)[O-].[Na+]. Product: [OH:19][C:4]1[C:3]([NH:2][N:20]=[C:26]2[C:27](=[O:40])[N:28]([C:30]3[CH:39]=[CH:38][C:37]4[CH2:36][CH2:35][CH2:34][CH2:33][C:32]=4[CH:31]=3)[N:29]=[C:25]2[CH3:24])=[CH:8][C:7]([CH3:9])=[CH:6][C:5]=1[C:10]1[CH:15]=[CH:14][CH:13]=[C:12]([C:16]([OH:18])=[O:17])[CH:11]=1. The catalyst class is: 502.